From a dataset of Forward reaction prediction with 1.9M reactions from USPTO patents (1976-2016). Predict the product of the given reaction. (1) Given the reactants [Cl:1][C:2]1[CH:10]=[CH:9][CH:8]=[C:7]([Cl:11])[C:3]=1[CH:4]=[N:5][OH:6].ClN1C(=O)[CH2:16][CH2:15][C:14]1=O.CC[C:22]([O:24][C:25]([CH:27]([CH3:29])C)=[O:26])=O.C[O-].[Na+].ClC1C=CC=C(Cl)C=1C(Cl)=NO, predict the reaction product. The product is: [Cl:1][C:2]1[CH:10]=[CH:9][CH:8]=[C:7]([Cl:11])[C:3]=1[C:4]1[C:27]([C:25]([O:24][CH3:22])=[O:26])=[C:29]([CH:15]([CH3:16])[CH3:14])[O:6][N:5]=1. (2) Given the reactants Br[C:2]1[CH:7]=[CH:6][N:5]=[C:4]([C:8]#[N:9])[CH:3]=1.C1(P(C2C=CC=CC=2)C2C=CC=CC=2)C=CC=CC=1.[CH3:29][Si:30]([C:33]#[CH:34])([CH3:32])[CH3:31], predict the reaction product. The product is: [CH3:29][Si:30]([C:33]#[C:34][C:2]1[CH:7]=[CH:6][N:5]=[C:4]([C:8]#[N:9])[CH:3]=1)([CH3:32])[CH3:31]. (3) Given the reactants [H-].[Na+].[CH2:3]([O:5][C:6]([O:9][CH2:10][CH3:11])([OH:8])[CH3:7])[CH3:4].[CH2:12](Cl)[C:13](=[CH2:15])[CH3:14], predict the reaction product. The product is: [CH2:3]([O:5][C:6]([O:8][CH2:14][C:13](=[CH2:12])[CH3:15])([O:9][CH2:10][CH3:11])[CH3:7])[CH3:4]. (4) Given the reactants [NH2:1][C@H:2]([CH2:21][O:22][C:23]1[CH:24]=[N:25][CH:26]=[C:27]([C:29]2[CH:30]=[C:31]3[C:36](=[C:37]([NH2:39])[N:38]=2)[CH:35]=[N:34][C:33]2[CH:40]=[C:41]([O:46][CH3:47])[C:42]([O:44][CH3:45])=[CH:43][C:32]3=2)[CH:28]=1)[CH2:3][C:4]1[CH:9]=[CH:8][C:7]([NH:10]C(=O)OCC2C=CC=CC=2)=[CH:6][CH:5]=1, predict the reaction product. The product is: [NH2:1][C@@H:2]([CH2:3][C:4]1[CH:5]=[CH:6][C:7]([NH2:10])=[CH:8][CH:9]=1)[CH2:21][O:22][C:23]1[CH:28]=[C:27]([C:29]2[CH:30]=[C:31]3[C:36](=[C:37]([NH2:39])[N:38]=2)[CH:35]=[N:34][C:33]2[CH:40]=[C:41]([O:46][CH3:47])[C:42]([O:44][CH3:45])=[CH:43][C:32]3=2)[CH:26]=[N:25][CH:24]=1. (5) Given the reactants C(OC(=O)[NH:7][C:8]1([C:12]2[CH:17]=[CH:16][C:15]([C:18]3[C:23]([C:24]4[CH:29]=[CH:28][CH:27]=[CH:26][CH:25]=4)=[CH:22][N:21]4[C:30]([CH:33]=[CH2:34])=[CH:31][N:32]=[C:20]4[N:19]=3)=[CH:14][CH:13]=2)[CH2:11][CH2:10][CH2:9]1)(C)(C)C.Cl.CO, predict the reaction product. The product is: [C:24]1([C:23]2[C:18]([C:15]3[CH:14]=[CH:13][C:12]([C:8]4([NH2:7])[CH2:9][CH2:10][CH2:11]4)=[CH:17][CH:16]=3)=[N:19][C:20]3[N:21]([C:30]([CH:33]=[CH2:34])=[CH:31][N:32]=3)[CH:22]=2)[CH:25]=[CH:26][CH:27]=[CH:28][CH:29]=1. (6) Given the reactants [O:1]=C=NC1CC(C)(C)CC(C)(CN=C=O)C1.[C:21]1([OH:22])[C:23](=[CH:24][C:21](=[CH:23][CH:24]=1)[OH:22])C.[C:26]1(=[O:33])[CH:31]=CC(=O)C=C1.[N-:34]=[C:35]=[O:36], predict the reaction product. The product is: [C:21]([OH:1])(=[O:22])[CH:23]=[CH2:24].[NH2:34][C:35]([O:33][CH2:26][CH3:31])=[O:36]. (7) Given the reactants [C:1]([C:3]1[CH:26]=[CH:25][C:6]([C:7]([NH:9][C:10]2[N:14]([CH2:15][CH2:16][O:17][CH3:18])[C:13]3[CH:19]=[CH:20][C:21]([CH2:23][OH:24])=[CH:22][C:12]=3[N:11]=2)=[O:8])=[CH:5][CH:4]=1)#[N:2], predict the reaction product. The product is: [C:1]([C:3]1[CH:4]=[CH:5][C:6]([C:7]([NH:9][C:10]2[N:14]([CH2:15][CH2:16][O:17][CH3:18])[C:13]3[CH:19]=[CH:20][C:21]([CH:23]=[O:24])=[CH:22][C:12]=3[N:11]=2)=[O:8])=[CH:25][CH:26]=1)#[N:2]. (8) Given the reactants [C:1]([O:5][C:6](=[O:13])[NH:7][C@@H:8]1[CH2:12][CH2:11][NH:10][CH2:9]1)([CH3:4])([CH3:3])[CH3:2].[OH:14][C:15]1[CH:20]=[CH:19][C:18]([C:21]2[CH:22]=[C:23]([C:30](O)=[O:31])[C:24]3[CH:29]=[N:28][NH:27][C:25]=3[N:26]=2)=[CH:17][CH:16]=1.[B-](F)(F)(F)F.CCOC(C(C#N)=NOC(N(C)C)=[N+](C)C)=O, predict the reaction product. The product is: [C:1]([O:5][C:6](=[O:13])[NH:7][C@@H:8]1[CH2:12][CH2:11][N:10]([C:30]([C:23]2[C:24]3[CH:29]=[N:28][NH:27][C:25]=3[N:26]=[C:21]([C:18]3[CH:17]=[CH:16][C:15]([OH:14])=[CH:20][CH:19]=3)[CH:22]=2)=[O:31])[CH2:9]1)([CH3:4])([CH3:2])[CH3:3].